From a dataset of Kinase inhibitor bioactivity data combining Ki, Kd, and IC50 measurements. Regression. Given a target protein amino acid sequence and a drug SMILES string, predict the binding affinity score between them. We predict KIBA score (integrated kinase binding score). Dataset: kiba. (1) The compound is CC(CCC(=O)O)(c1ccc(O)c(N)c1)c1ccc(O)c(N)c1. The target protein (Q9HAZ1) has sequence MRHSKRTHCPDWDSRESWGHESYRGSHKRKRRSHSSTQENRHCKPHHQFKESDCHYLEARSLNERDYRDRRYVDEYRNDYCEGYVPRHYHRDIESGYRIHCSKSSVRSRRSSPKRKRNRHCSSHQSRSKSHRRKRSRSIEDDEEGHLICQSGDVLRARYEIVDTLGEGAFGKVVECIDHGMDGMHVAVKIVKNVGRYREAARSEIQVLEHLNSTDPNSVFRCVQMLEWFDHHGHVCIVFELLGLSTYDFIKENSFLPFQIDHIRQMAYQICQSINFLHHNKLTHTDLKPENILFVKSDYVVKYNSKMKRDERTLKNTDIKVVDFGSATYDDEHHSTLVSTRHYRAPEVILALGWSQPCDVWSIGCILIEYYLGFTVFQTHDSKEHLAMMERILGPIPQHMIQKTRKRKYFHHNQLDWDEHSSAGRYVRRRCKPLKEFMLCHDEEHEKLFDLVRRMLEYDPTQRITLDEALQHPFFDLLKKK. The KIBA score is 12.0. (2) The small molecule is O=C(Nc1n[nH]c2ccc(-c3cn(Cc4ccccc4)nn3)cc12)c1ccccc1. The target protein (Q15303) has sequence MKPATGLWVWVSLLVAAGTVQPSDSQSVCAGTENKLSSLSDLEQQYRALRKYYENCEVVMGNLEITSIEHNRDLSFLRSVREVTGYVLVALNQFRYLPLENLRIIRGTKLYEDRYALAIFLNYRKDGNFGLQELGLKNLTEILNGGVYVDQNKFLCYADTIHWQDIVRNPWPSNLTLVSTNGSSGCGRCHKSCTGRCWGPTENHCQTLTRTVCAEQCDGRCYGPYVSDCCHRECAGGCSGPKDTDCFACMNFNDSGACVTQCPQTFVYNPTTFQLEHNFNAKYTYGAFCVKKCPHNFVVDSSSCVRACPSSKMEVEENGIKMCKPCTDICPKACDGIGTGSLMSAQTVDSSNIDKFINCTKINGNLIFLVTGIHGDPYNAIEAIDPEKLNVFRTVREITGFLNIQSWPPNMTDFSVFSNLVTIGGRVLYSGLSLLILKQQGITSLQFQSLKEISAGNIYITDNSNLCYYHTINWTTLFSTINQRIVIRDNRKAENCTAEG.... The KIBA score is 11.5.